The task is: Predict the reaction yield, written as a fraction of the theoretical maximum amount of product (1.0 means a 100% yield; for example, 0.34 means a 34% yield).. This data is from Reaction yield outcomes from USPTO patents with 853,638 reactions. (1) The reactants are [S:1]1[CH:5]=[CH:4][CH:3]=[C:2]1[CH2:6][NH:7][C:8]([C:10]12[CH2:19][CH:14]3[CH2:15][CH:16]([CH2:18][CH:12]([CH2:13]3)[CH2:11]1)[CH2:17]2)=[O:9].[H-].[Na+].Br[CH2:23][CH3:24]. The catalyst is CN(C=O)C. The product is [CH2:23]([N:7]([CH2:6][C:2]1[S:1][CH:5]=[CH:4][CH:3]=1)[C:8]([C:10]12[CH2:19][CH:14]3[CH2:15][CH:16]([CH2:18][CH:12]([CH2:13]3)[CH2:11]1)[CH2:17]2)=[O:9])[CH3:24]. The yield is 0.610. (2) The reactants are Cl[C:2]1[CH:7]=[C:6]([Cl:8])[N:5]=[CH:4][C:3]=1[CH2:9][N:10]([C:14]1[CH:19]=[CH:18][CH:17]=[CH:16][C:15]=1[CH:20]=[CH2:21])[C:11](=[O:13])[CH3:12].C(N1C2C=CC=CC=2C=CC2N=C(Cl)C(F)=CC=2C1)(=O)C. No catalyst specified. The product is [Cl:8][C:6]1[N:5]=[CH:4][C:3]2[CH2:9][N:10]([C:11](=[O:13])[CH3:12])[C:14]3[CH:19]=[CH:18][CH:17]=[CH:16][C:15]=3[CH:20]=[CH:21][C:2]=2[CH:7]=1. The yield is 0.630. (3) The reactants are [OH:1][CH2:2][CH2:3][NH:4][CH2:5][CH2:6][CH2:7][C:8]1[CH:15]=[CH:14][C:11]([C:12]#[N:13])=[CH:10][CH:9]=1.[NH2:16][C:17](N)=[O:18]. The catalyst is O. The product is [C:12]([C:11]1[CH:14]=[CH:15][C:8]([CH2:7][CH2:6][CH2:5][N:4]([CH2:3][CH2:2][OH:1])[C:17]([NH2:16])=[O:18])=[CH:9][CH:10]=1)#[N:13]. The yield is 0.720. (4) The reactants are [N+:1]([C:4]1[CH:15]=[CH:14][C:7]([CH2:8][CH:9]([C:12]#[N:13])[C:10]#[N:11])=[CH:6][CH:5]=1)([O-:3])=[O:2].[H-].[Na+].Br[CH2:19][CH2:20][F:21]. The catalyst is CN(C)C=O. The product is [N+:1]([C:4]1[CH:5]=[CH:6][C:7]([CH2:8][C:9]([CH2:19][CH2:20][F:21])([C:10]#[N:11])[C:12]#[N:13])=[CH:14][CH:15]=1)([O-:3])=[O:2]. The yield is 0.220.